This data is from Forward reaction prediction with 1.9M reactions from USPTO patents (1976-2016). The task is: Predict the product of the given reaction. Given the reactants [C:1]([NH:8][C:9]1[CH:17]=[CH:16][C:12]([C:13]([OH:15])=[O:14])=[CH:11][C:10]=1[N+:18]([O-:20])=O)([C:3](OCC)=[O:4])=[O:2], predict the reaction product. The product is: [C:13]([C:12]1[CH:11]=[C:10]2[C:9]([NH:8][C:1](=[O:2])[C:3](=[O:4])[N:18]2[OH:20])=[CH:17][CH:16]=1)([OH:15])=[O:14].